This data is from Reaction yield outcomes from USPTO patents with 853,638 reactions. The task is: Predict the reaction yield, written as a fraction of the theoretical maximum amount of product (1.0 means a 100% yield; for example, 0.34 means a 34% yield). (1) The reactants are [CH2:1]1[C:4]2([CH2:7][N:6]([C:8]3[CH:9]=[C:10]([NH:14][C:15]4[C:16]5[N:33]=[CH:32][S:31][C:17]=5[N:18]=[C:19]([C:21]5[CH:22]=[C:23]([CH:28]=[CH:29][CH:30]=5)[C:24]([O:26]C)=[O:25])[N:20]=4)[CH:11]=[CH:12][CH:13]=3)[CH2:5]2)[CH2:3][O:2]1.[OH-].[Na+]. The catalyst is C1COCC1.CO. The product is [CH2:3]1[C:4]2([CH2:7][N:6]([C:8]3[CH:9]=[C:10]([NH:14][C:15]4[C:16]5[N:33]=[CH:32][S:31][C:17]=5[N:18]=[C:19]([C:21]5[CH:22]=[C:23]([CH:28]=[CH:29][CH:30]=5)[C:24]([OH:26])=[O:25])[N:20]=4)[CH:11]=[CH:12][CH:13]=3)[CH2:5]2)[CH2:1][O:2]1. The yield is 0.150. (2) The reactants are [F:1][C:2]1[CH:7]=[CH:6][CH:5]=[CH:4][C:3]=1[C:8]1[CH:9]=[C:10]([CH:13]=[CH:14][N:15]=1)[C:11]#N.[CH3:16][Mg]Br.Cl.[OH-:20].[Na+]. The catalyst is C(OCC)C. The product is [F:1][C:2]1[CH:7]=[CH:6][CH:5]=[CH:4][C:3]=1[C:8]1[CH:9]=[C:10]([C:11](=[O:20])[CH3:16])[CH:13]=[CH:14][N:15]=1. The yield is 0.680. (3) The reactants are O[CH2:2][C:3]1[CH2:8][NH:7][C:6]([CH:9]2[CH2:14][CH2:13][N:12]([C:15]([O:17][C:18]([CH3:21])([CH3:20])[CH3:19])=[O:16])[CH2:11][CH:10]2[O:22][CH2:23][C:24]2[CH:33]=[CH:32][C:31]3[C:26](=[CH:27][CH:28]=[CH:29][CH:30]=3)[CH:25]=2)=[CH:5][CH:4]=1.C(N(CC)CC)C.CS([Cl:45])(=O)=O. The catalyst is CN(C=O)C. The product is [Cl:45][CH2:2][C:3]1[CH:4]=[CH:5][C:6]([CH:9]2[CH2:14][CH2:13][N:12]([C:15]([O:17][C:18]([CH3:21])([CH3:20])[CH3:19])=[O:16])[CH2:11][CH:10]2[O:22][CH2:23][C:24]2[CH:33]=[CH:32][C:31]3[C:26](=[CH:27][CH:28]=[CH:29][CH:30]=3)[CH:25]=2)=[N:7][CH:8]=1. The yield is 0.350. (4) The reactants are [C:1]1([PH:11][C:12]2[C:21]3[C:16](=[CH:17][CH:18]=[CH:19][CH:20]=3)[CH:15]=[CH:14][CH:13]=2)[C:10]2[C:5](=[CH:6][CH:7]=[CH:8][CH:9]=2)[CH:4]=[CH:3][CH:2]=1.C(=CC(C=CC1C=CC=CC=1)=O)C1C=CC=CC=1.C1(P(CCC)C2C=CC=CC=2)C=CC=CC=1.FC(F)(F)S(O[C:62]1[CH:67]=[CH:66][CH:65]=[CH:64][C:63]=1[Br:68])(=O)=O.C(N(C(C)C)CC)(C)C.Cl. The catalyst is C1(C)C=CC=CC=1. The product is [Br:68][C:63]1[CH:64]=[CH:65][CH:66]=[CH:67][C:62]=1[P:11]([C:12]1[C:21]2[C:16](=[CH:17][CH:18]=[CH:19][CH:20]=2)[CH:15]=[CH:14][CH:13]=1)[C:1]1[C:10]2[C:5](=[CH:6][CH:7]=[CH:8][CH:9]=2)[CH:4]=[CH:3][CH:2]=1. The yield is 0.492. (5) The reactants are [Cl:1][C:2]1[N:7]=[N:6][C:5]([O:8][CH2:9][C:10]([O:12]CC)=O)=[CH:4][CH:3]=1.[CH:15]1([C:18]([N:20]2[CH2:25][CH2:24][CH:23]([NH:26][CH3:27])[CH2:22][CH2:21]2)=[O:19])[CH2:17][CH2:16]1. No catalyst specified. The product is [Cl:1][C:2]1[N:7]=[N:6][C:5]([O:8][CH2:9][C:10]([N:26]([CH:23]2[CH2:24][CH2:25][N:20]([C:18]([CH:15]3[CH2:17][CH2:16]3)=[O:19])[CH2:21][CH2:22]2)[CH3:27])=[O:12])=[CH:4][CH:3]=1. The yield is 0.630.